Dataset: Full USPTO retrosynthesis dataset with 1.9M reactions from patents (1976-2016). Task: Predict the reactants needed to synthesize the given product. (1) The reactants are: [F:1][C:2]1[CH:3]=[C:4]([C:16]([NH:18][CH2:19][C:20]2[CH:29]=[CH:28][C:23]([C:24]([O:26]C)=[O:25])=[CH:22][CH:21]=2)=[O:17])[C:5]([O:8][C:9]2[CH:14]=[CH:13][C:12]([F:15])=[CH:11][CH:10]=2)=[N:6][CH:7]=1.[OH-].[Na+]. Given the product [F:1][C:2]1[CH:3]=[C:4]([C:16]([NH:18][CH2:19][C:20]2[CH:21]=[CH:22][C:23]([C:24]([OH:26])=[O:25])=[CH:28][CH:29]=2)=[O:17])[C:5]([O:8][C:9]2[CH:14]=[CH:13][C:12]([F:15])=[CH:11][CH:10]=2)=[N:6][CH:7]=1, predict the reactants needed to synthesize it. (2) The reactants are: [F:1][C:2]1[CH:3]=[C:4]([CH:6]=[CH:7][C:8]=1[S:9]([CH3:12])(=[O:11])=[O:10])[NH2:5].[N:13]([O-])=O.[Na+].S([O-])([O-])=O.[Na+].[Na+].C([O-])([O-])=O.[Na+].[Na+]. Given the product [F:1][C:2]1[CH:3]=[C:4]([NH:5][NH2:13])[CH:6]=[CH:7][C:8]=1[S:9]([CH3:12])(=[O:11])=[O:10], predict the reactants needed to synthesize it. (3) Given the product [OH:2][C:3]1[CH:8]=[CH:7][CH:6]=[CH:5][C:4]=1[CH:9]1[CH2:14][CH2:13][N:12]([C:15]([O:17][CH2:18][CH3:19])=[O:16])[CH2:11][CH2:10]1, predict the reactants needed to synthesize it. The reactants are: C[O:2][C:3]1[CH:8]=[CH:7][CH:6]=[CH:5][C:4]=1[CH:9]1[CH2:14][CH2:13][N:12]([C:15]([O:17][CH2:18][CH3:19])=[O:16])[CH2:11][CH2:10]1.B(Br)(Br)Br. (4) Given the product [CH2:39]([N:41]([CH2:42][CH3:43])[C:12]([C:10]1[CH:9]=[CH:8][N:7]2[C:15]([I:44])=[C:4]([CH:1]([CH3:2])[CH3:3])[N:5]=[C:6]2[CH:11]=1)=[O:14])[CH3:40], predict the reactants needed to synthesize it. The reactants are: [CH:1]([C:4]1[N:5]=[C:6]2[CH:11]=[C:10]([C:12]([OH:14])=O)[CH:9]=[CH:8][N:7]2[CH:15]=1)([CH3:3])[CH3:2].CCN=C=NCCCN(C)C.Cl.C1C=CC2N(O)N=NC=2C=1.O.[CH2:39]([NH:41][CH2:42][CH3:43])[CH3:40].[I:44]N1C(=O)CCC1=O. (5) Given the product [Br:1][C:2]1[CH:11]=[C:10]2[C:5]([CH:6]=[C:7]([CH3:20])[C:8]([CH:13]([OH:19])[C:14]([O:16][CH2:17][CH3:18])=[O:15])=[C:9]2[O:12][S:45]([C:44]([F:57])([F:56])[F:43])(=[O:47])=[O:46])=[CH:4][CH:3]=1, predict the reactants needed to synthesize it. The reactants are: [Br:1][C:2]1[CH:11]=[C:10]2[C:5]([CH:6]=[C:7]([CH3:20])[C:8]([CH:13]([OH:19])[C:14]([O:16][CH2:17][CH3:18])=[O:15])=[C:9]2[OH:12])=[CH:4][CH:3]=1.N1C=CN=C1.Cl[Si](CC)(CC)CC.[NH4+].[Cl-].C(N(CC)CC)C.[F:43][C:44]([F:57])([F:56])[S:45](O[S:45]([C:44]([F:57])([F:56])[F:43])(=[O:47])=[O:46])(=[O:47])=[O:46]. (6) The reactants are: [CH2:1]([N:8]([CH2:12][Si](C)(C)C)[CH2:9]OC)[C:2]1[CH:7]=[CH:6][CH:5]=[CH:4][CH:3]=1.[CH3:17][O:18][C:19](=[O:25])/[CH:20]=[CH:21]/[CH:22]1[CH2:24][CH2:23]1.C(O)(C(F)(F)F)=O.C1CCCCC1. Given the product [CH3:17][O:18][C:19]([CH:20]1[CH:21]([CH:22]2[CH2:24][CH2:23]2)[CH2:9][N:8]([CH2:1][C:2]2[CH:3]=[CH:4][CH:5]=[CH:6][CH:7]=2)[CH2:12]1)=[O:25], predict the reactants needed to synthesize it. (7) Given the product [CH3:14][C:12]1([CH3:15])[CH2:13][NH:8][CH:9]([C:16]2([OH:19])[CH2:18][CH2:17]2)[CH2:10][O:11]1, predict the reactants needed to synthesize it. The reactants are: C([N:8]1[CH2:13][C:12]([CH3:15])([CH3:14])[O:11][CH2:10][CH:9]1[C:16]1([OH:19])[CH2:18][CH2:17]1)C1C=CC=CC=1. (8) The reactants are: [C:1]1([C:38]2[CH:43]=[CH:42][CH:41]=[CH:40][CH:39]=2)[CH:6]=[CH:5][C:4]([C:7]2[N:12]=[C:11]3[C:13]([CH:34]4[CH2:36][CH2:35]4)=[C:14]([O:24][C@H:25]4[C@H:29]5[O:30][CH2:31][C@@H:32]([OH:33])[C@H:28]5[O:27][CH2:26]4)[N:15]([CH2:16][O:17]CC[Si](C)(C)C)[C:10]3=[CH:9][C:8]=2[Cl:37])=[CH:3][CH:2]=1.Cl. Given the product [C:1]1([C:38]2[CH:43]=[CH:42][CH:41]=[CH:40][CH:39]=2)[CH:2]=[CH:3][C:4]([C:7]2[N:12]=[C:11]3[C:13]([CH:34]4[CH2:36][CH2:35]4)=[C:14]([O:24][C@H:25]4[C@H:29]5[O:30][CH2:31][C@@H:32]([OH:33])[C@H:28]5[O:27][CH2:26]4)[N:15]([CH2:16][OH:17])[C:10]3=[CH:9][C:8]=2[Cl:37])=[CH:5][CH:6]=1, predict the reactants needed to synthesize it. (9) Given the product [Br:1][C:2]1[C:3]([CH3:9])=[CH:4][C:5]([Cl:8])=[N+:6]([O-:18])[CH:7]=1, predict the reactants needed to synthesize it. The reactants are: [Br:1][C:2]1[C:3]([CH3:9])=[CH:4][C:5]([Cl:8])=[N:6][CH:7]=1.ClC1C=CC=C(C(OO)=[O:18])C=1.